Dataset: Catalyst prediction with 721,799 reactions and 888 catalyst types from USPTO. Task: Predict which catalyst facilitates the given reaction. (1) Product: [OH:10][C:11]1[CH:40]=[CH:39][C:14]([CH2:15][NH:16][C:17]2[N:22]=[C:21]([O:23][CH2:24][C:25]([F:28])([F:26])[F:27])[N:20]=[C:19]([NH:29][C:30]3[CH:38]=[CH:37][C:33]([C:34]([NH:51][CH2:50][C:49]([CH3:53])([CH3:52])[CH2:48][NH:47][C:46](=[O:54])[O:45][C:41]([CH3:44])([CH3:42])[CH3:43])=[O:35])=[CH:32][N:31]=3)[CH:18]=2)=[CH:13][CH:12]=1. The catalyst class is: 1. Reactant: CCN(C(C)C)C(C)C.[OH:10][C:11]1[CH:40]=[CH:39][C:14]([CH2:15][NH:16][C:17]2[N:22]=[C:21]([O:23][CH2:24][C:25]([F:28])([F:27])[F:26])[N:20]=[C:19]([NH:29][C:30]3[CH:38]=[CH:37][C:33]([C:34](O)=[O:35])=[CH:32][N:31]=3)[CH:18]=2)=[CH:13][CH:12]=1.[C:41]([O:45][C:46](=[O:54])[NH:47][CH2:48][C:49]([CH3:53])([CH3:52])[CH2:50][NH2:51])([CH3:44])([CH3:43])[CH3:42].CN(C(ON1N=NC2C=CC=CC1=2)=[N+](C)C)C.[B-](F)(F)(F)F. (2) Reactant: [C:1](/[C:3](=[C:7](/[N:9]1[CH2:15][CH2:14][CH2:13][N:12]([C:16]2[CH:21]=[CH:20][CH:19]=[C:18]([O:22][CH3:23])[CH:17]=2)[CH2:11][CH2:10]1)\[CH3:8])/[C:4](=[S:6])[NH2:5])#[N:2].[CH3:24]OC(OC)N(C)C. Product: [CH3:23][O:22][C:18]1[CH:17]=[C:16]([N:12]2[CH2:13][CH2:14][CH2:15][N:9]([C:7]3[CH:8]=[CH:24][NH:5][C:4](=[S:6])[C:3]=3[C:1]#[N:2])[CH2:10][CH2:11]2)[CH:21]=[CH:20][CH:19]=1. The catalyst class is: 8. (3) Reactant: Cl[S:2]([C:5]1[CH:6]=[C:7]([CH:11]=[CH:12][C:13]=1[CH:14]([CH3:16])[CH3:15])[C:8]([OH:10])=[O:9])(=[O:4])=[O:3].[CH:17](C1C=CC(C(O)=O)=CC=1)(C)C.C([O-])(O)=O.[Na+].[O-]S([O-])=O.[Na+].[Na+].BrCC(O)=O.[OH-].[Na+]. Product: [CH3:17][S:2]([C:5]1[CH:6]=[C:7]([CH:11]=[CH:12][C:13]=1[CH:14]([CH3:16])[CH3:15])[C:8]([OH:10])=[O:9])(=[O:4])=[O:3]. The catalyst class is: 6. (4) Reactant: [CH2:1]([O:3][C:4](=[O:19])[CH2:5][C:6]1[C:15]2[C:10](=[CH:11][CH:12]=[C:13]([O:16][CH3:17])[N:14]=2)[N:9]=[CH:8][C:7]=1[F:18])[CH3:2].Br[CH2:21][C:22]#[N:23].O. Product: [CH2:1]([O:3][C:4](=[O:19])[CH:5]([C:6]1[C:15]2[C:10](=[CH:11][CH:12]=[C:13]([O:16][CH3:17])[N:14]=2)[N:9]=[CH:8][C:7]=1[F:18])[CH2:21][C:22]#[N:23])[CH3:2]. The catalyst class is: 1.